Dataset: Full USPTO retrosynthesis dataset with 1.9M reactions from patents (1976-2016). Task: Predict the reactants needed to synthesize the given product. (1) Given the product [F:43][C:44]1[CH:45]=[C:46]([NH:50][C:35]([N:14]2[C@@H:15]3[CH2:20][N:19]([CH2:18][CH2:17][CH2:16]3)[C:12]3[CH:11]=[CH:10][C:9]([C:7]4[CH:6]=[CH:5][N:4]=[C:3]([C:2]([F:1])([F:22])[F:23])[CH:8]=4)=[N:21][C:13]2=3)=[O:41])[CH:47]=[N:48][CH:49]=1, predict the reactants needed to synthesize it. The reactants are: [F:1][C:2]([F:23])([F:22])[C:3]1[CH:8]=[C:7]([C:9]2[CH:10]=[CH:11][C:12]3[N:19]4[CH2:20][C@H:15]([CH2:16][CH2:17][CH2:18]4)[NH:14][C:13]=3[N:21]=2)[CH:6]=[CH:5][N:4]=1.C(N(CC)CC)C.ClC(Cl)(O[C:35](=[O:41])OC(Cl)(Cl)Cl)Cl.[F:43][C:44]1[CH:45]=[C:46]([NH2:50])[CH:47]=[N:48][CH:49]=1. (2) Given the product [CH2:17]([C:21]1[N:25]([C:26]2[CH:31]=[CH:30][CH:29]=[CH:28][CH:27]=2)[N:24]=[C:23]([CH2:32][NH:16][CH2:15][CH2:14][N:11]2[CH2:10][CH2:9][N:8]([C:4]3[CH:5]=[CH:6][CH:7]=[C:2]([Cl:1])[CH:3]=3)[CH2:13][CH2:12]2)[CH:22]=1)[CH:18]([CH3:20])[CH3:19], predict the reactants needed to synthesize it. The reactants are: [Cl:1][C:2]1[CH:3]=[C:4]([N:8]2[CH2:13][CH2:12][N:11]([CH2:14][CH2:15][NH2:16])[CH2:10][CH2:9]2)[CH:5]=[CH:6][CH:7]=1.[CH2:17]([C:21]1[N:25]([C:26]2[CH:31]=[CH:30][CH:29]=[CH:28][CH:27]=2)[N:24]=[C:23]([CH:32]=O)[CH:22]=1)[CH:18]([CH3:20])[CH3:19]. (3) The reactants are: [C:1]([N:5]1[C:9]2[CH:10]=[CH:11][CH:12]=[CH:13][C:8]=2[O:7][C:6]1=[O:14])(=[O:4])[CH2:2][CH3:3].C(N(CC)CC)C.[CH:22](=[O:26])[CH2:23][CH2:24][CH3:25]. Given the product [CH3:3][C@H:2]([C@@H:22]([OH:26])[CH2:23][CH2:24][CH3:25])[C:1]([N:5]1[C:9]2[CH:10]=[CH:11][CH:12]=[CH:13][C:8]=2[O:7][C:6]1=[O:14])=[O:4], predict the reactants needed to synthesize it. (4) Given the product [CH:1]1([C:6]2[NH:14][C:13]3[C:12](=[O:15])[N:11]([CH2:16][CH2:17][CH3:18])[C:10]([O:34][C:29]4[CH:30]=[CH:31][C:32]([F:33])=[C:27]([F:26])[CH:28]=4)=[N:9][C:8]=3[N:7]=2)[CH2:5][CH2:4][CH2:3][CH2:2]1, predict the reactants needed to synthesize it. The reactants are: [CH:1]1([C:6]2[NH:14][C:13]3[C:12](=[O:15])[N:11]([CH2:16][CH2:17][CH3:18])[C:10](Cl)=[N:9][C:8]=3[N:7]=2)[CH2:5][CH2:4][CH2:3][CH2:2]1.C([O-])([O-])=O.[K+].[K+].[F:26][C:27]1[CH:28]=[C:29]([OH:34])[CH:30]=[CH:31][C:32]=1[F:33]. (5) Given the product [CH3:1][O:2][C@H:3]([CH3:52])[C@H:4]([NH:47][C:48]([O:49][CH3:50])=[O:51])[C:5]([N:7]1[C@@H:11]([CH3:12])[CH2:10][CH2:9][C@H:8]1[C:13]1[NH:17][C:16]2[C:18]3[C:23]([CH:24]=[CH:25][C:15]=2[N:14]=1)=[CH:22][C:21]1[C:26]2[C:31]([CH2:32][O:33][C:20]=1[CH:19]=3)=[CH:30][C:29]([C:34]1[NH:38][C:37]([C@@H:39]3[CH2:43][C@H:42]([CH2:44][O:45][CH3:46])[CH2:41][N:40]3[C:59](=[O:60])[C@@H:58]([NH:57][C:55](=[O:56])[O:54][CH3:53])[CH:62]([CH3:64])[CH3:63])=[N:36][CH:35]=1)=[CH:28][CH:27]=2)=[O:6], predict the reactants needed to synthesize it. The reactants are: [CH3:1][O:2][C@H:3]([CH3:52])[C@H:4]([NH:47][C:48](=[O:51])[O:49][CH3:50])[C:5]([N:7]1[C@@H:11]([CH3:12])[CH2:10][CH2:9][C@H:8]1[C:13]1[NH:17][C:16]2[C:18]3[C:23]([CH:24]=[CH:25][C:15]=2[N:14]=1)=[CH:22][C:21]1[C:26]2[C:31]([CH2:32][O:33][C:20]=1[CH:19]=3)=[CH:30][C:29]([C:34]1[NH:38][C:37]([C@@H:39]3[CH2:43][C@H:42]([CH2:44][O:45][CH3:46])[CH2:41][NH:40]3)=[N:36][CH:35]=1)=[CH:28][CH:27]=2)=[O:6].[CH3:53][O:54][C:55]([NH:57][C@@H:58]([CH:62]([CH3:64])[CH3:63])[C:59](O)=[O:60])=[O:56].CN(C(ON1N=NC2C=CC=NC1=2)=[N+](C)C)C.F[P-](F)(F)(F)(F)F.CCN(C(C)C)C(C)C. (6) The reactants are: [C:1]([O:5][C:6](=[O:23])[NH:7][C@@H:8]([C:17](=[O:22])N(OC)C)[CH2:9][C:10]1[CH:15]=[CH:14][CH:13]=[CH:12][C:11]=1[F:16])([CH3:4])([CH3:3])[CH3:2].[C:24]([NH:28][C:29](=[O:38])[C:30]1[CH:35]=[C:34]([Cl:36])[CH:33]=[CH:32][C:31]=1[CH3:37])([CH3:27])([CH3:26])[CH3:25]. Given the product [C:1]([O:5][C:6](=[O:23])[NH:7][C@H:8]([CH2:9][C:10]1[CH:15]=[CH:14][CH:13]=[CH:12][C:11]=1[F:16])[C:17](=[O:22])[CH2:37][C:31]1[CH:32]=[CH:33][C:34]([Cl:36])=[CH:35][C:30]=1[C:29](=[O:38])[NH:28][C:24]([CH3:26])([CH3:25])[CH3:27])([CH3:2])([CH3:3])[CH3:4], predict the reactants needed to synthesize it.